Task: Predict the reactants needed to synthesize the given product.. Dataset: Full USPTO retrosynthesis dataset with 1.9M reactions from patents (1976-2016) (1) Given the product [OH:31][CH2:30][C:26]1[CH:25]=[C:24]([C:11]2[C:3]([O:2][CH3:1])=[C:4]3[C:8](=[CH:9][CH:10]=2)[N:7]([CH3:21])[C:6](=[O:22])[CH2:5]3)[CH:29]=[N:28][CH:27]=1, predict the reactants needed to synthesize it. The reactants are: [CH3:1][O:2][C:3]1[C:11](B2OC(C)(C)C(C)(C)O2)=[CH:10][CH:9]=[C:8]2[C:4]=1[CH2:5][C:6](=[O:22])[N:7]2[CH3:21].Br[C:24]1[CH:25]=[C:26]([CH2:30][OH:31])[CH:27]=[N:28][CH:29]=1.COCCOC.C(=O)([O-])[O-].[Na+].[Na+]. (2) Given the product [F:1][C:2]([F:20])([F:19])[S:3]([O:6][C:7]1[C:16]([CH3:17])=[CH:15][C:14]2[C:9](=[CH:10][CH:11]=[CH:12][CH:13]=2)[C:8]=1[C:25]1[CH:24]=[CH:23][C:22]([Cl:21])=[CH:27][C:26]=1[Cl:28])(=[O:5])=[O:4], predict the reactants needed to synthesize it. The reactants are: [F:1][C:2]([F:20])([F:19])[S:3]([O:6][C:7]1[C:16]([CH3:17])=[CH:15][C:14]2[C:9](=[CH:10][CH:11]=[CH:12][CH:13]=2)[C:8]=1Cl)(=[O:5])=[O:4].[Cl:21][C:22]1[CH:27]=[C:26]([Cl:28])[CH:25]=[CH:24][C:23]=1C1C2C(=CC=CC=2)C=C(C)C=1O.